This data is from Forward reaction prediction with 1.9M reactions from USPTO patents (1976-2016). The task is: Predict the product of the given reaction. Given the reactants [Cl:1][C:2]1[N:3]=[C:4]2[CH:9]=[CH:8][CH:7]=[N:6][N:5]2[C:10]=1[C:11]1[CH:16]=[C:15](Cl)[N:14]=[C:13]([CH3:18])[N:12]=1.[NH3:19], predict the reaction product. The product is: [Cl:1][C:2]1[N:3]=[C:4]2[CH:9]=[CH:8][CH:7]=[N:6][N:5]2[C:10]=1[C:11]1[N:12]=[C:13]([CH3:18])[N:14]=[C:15]([NH2:19])[CH:16]=1.